From a dataset of Reaction yield outcomes from USPTO patents with 853,638 reactions. Predict the reaction yield, written as a fraction of the theoretical maximum amount of product (1.0 means a 100% yield; for example, 0.34 means a 34% yield). (1) The reactants are N[C:2]1[CH:7]=[CH:6][CH:5]=[CH:4][N:3]=1.O.[CH2:9]=O.[C:11]([BH3-])#[N:12].[Na+]. The catalyst is C(#N)C.C(O)(=O)C. The product is [CH3:9][N:12]([CH3:11])[C:2]1[CH:7]=[CH:6][CH:5]=[CH:4][N:3]=1. The yield is 0.550. (2) The reactants are [O:1]1[CH2:6][CH2:5][CH:4]([C:7]([C:9]2[S:13][C:12]([NH2:14])=[N:11][C:10]=2[C:15]2[O:16][CH:17]=[CH:18][CH:19]=2)=[O:8])[CH2:3][CH2:2]1.C(N(CC)CC)C.[Br:27][CH2:28][C:29](Br)=[O:30].O. The catalyst is CN(C1C=CN=CC=1)C.C1COCC1. The product is [Br:27][CH2:28][C:29]([NH:14][C:12]1[S:13][C:9]([C:7]([CH:4]2[CH2:5][CH2:6][O:1][CH2:2][CH2:3]2)=[O:8])=[C:10]([C:15]2[O:16][CH:17]=[CH:18][CH:19]=2)[N:11]=1)=[O:30]. The yield is 0.800. (3) The reactants are [CH3:1][C:2]1[CH:7]=[CH:6][CH:5]=[C:4]([CH3:8])[C:3]=1[C:9]1[N:19]=[C:12]2[CH:13]=[CH:14][C:15]([CH2:17]O)=[CH:16][N:11]2[N:10]=1.P(Br)(Br)[Br:21]. The catalyst is C(Cl)Cl. The product is [Br:21][CH2:17][C:15]1[CH:14]=[CH:13][C:12]2[N:11]([N:10]=[C:9]([C:3]3[C:2]([CH3:1])=[CH:7][CH:6]=[CH:5][C:4]=3[CH3:8])[N:19]=2)[CH:16]=1. The yield is 0.760. (4) The reactants are C([O-])(=O)C.[Zn+2:5].C([O-])(=O)C.[C:10]([OH:29])(=[O:28])[CH2:11][CH2:12][CH2:13][CH2:14][CH2:15][CH2:16][CH2:17]/[CH:18]=[CH:19]\[CH2:20][CH2:21][CH2:22][CH2:23][CH2:24][CH2:25][CH2:26][CH3:27]. No catalyst specified. The product is [C:10]([O-:29])(=[O:28])[CH2:11][CH2:12][CH2:13][CH2:14][CH2:15][CH2:16][CH2:17]/[CH:18]=[CH:19]\[CH2:20][CH2:21][CH2:22][CH2:23][CH2:24][CH2:25][CH2:26][CH3:27].[Zn+2:5].[C:10]([O-:29])(=[O:28])[CH2:11][CH2:12][CH2:13][CH2:14][CH2:15][CH2:16][CH2:17]/[CH:18]=[CH:19]\[CH2:20][CH2:21][CH2:22][CH2:23][CH2:24][CH2:25][CH2:26][CH3:27]. The yield is 0.330. (5) The reactants are [CH3:1][O:2][C:3]1[CH:12]=[CH:11][CH:10]=[C:9]2[C:4]=1[CH2:5][CH:6]([NH2:13])[CH2:7][O:8]2.[CH:14]1([CH2:18]Br)[CH2:17][CH2:16][CH2:15]1.C(N(CC)CC)C. The catalyst is CS(C)=O.CCOC(C)=O.O. The product is [CH:14]1([CH2:18][NH:13][CH:6]2[CH2:5][C:4]3[C:9](=[CH:10][CH:11]=[CH:12][C:3]=3[O:2][CH3:1])[O:8][CH2:7]2)[CH2:17][CH2:16][CH2:15]1. The yield is 0.240. (6) The reactants are [Cl:1][C:2]1[C:3]([C:8]([OH:10])=O)=[N:4][N:5]([CH3:7])[CH:6]=1.O1CCCC1.C(Cl)(=O)C(Cl)=O.[NH2:22][C:23]1[CH:24]=[C:25]([CH:42]=[CH:43][C:44]=1[F:45])[O:26][C:27]1[CH:28]=[CH:29][C:30]2[N:31]([CH:33]=[C:34]([NH:36][C:37]([CH:39]3[CH2:41][CH2:40]3)=[O:38])[N:35]=2)[N:32]=1. The catalyst is CN(C)C=O.CN(C)C(=O)C. The product is [Cl:1][C:2]1[C:3]([C:8]([NH:22][C:23]2[CH:24]=[C:25]([O:26][C:27]3[CH:28]=[CH:29][C:30]4[N:31]([CH:33]=[C:34]([NH:36][C:37]([CH:39]5[CH2:41][CH2:40]5)=[O:38])[N:35]=4)[N:32]=3)[CH:42]=[CH:43][C:44]=2[F:45])=[O:10])=[N:4][N:5]([CH3:7])[CH:6]=1. The yield is 0.800. (7) The reactants are C([O:8][C:9]1[N:14]=[C:13]([O:15][CH2:16][C:17]2[CH:22]=[CH:21][CH:20]=[CH:19][CH:18]=2)[N:12]=[C:11]([O:23]CC2C=CC=CC=2)[N:10]=1)C1C=CC=CC=1.II.S([O-])([O-])(=O)=S.[Na+].[Na+].[C:40]1([CH3:46])[CH:45]=[CH:44][CH:43]=[CH:42][CH:41]=1. No catalyst specified. The product is [CH2:46]([N:14]1[C:13]([O:15][CH2:16][C:17]2[CH:18]=[CH:19][CH:20]=[CH:21][CH:22]=2)=[N:12][C:11](=[O:23])[N:10]([CH2:16][C:17]2[CH:22]=[CH:21][CH:20]=[CH:19][CH:18]=2)[C:9]1=[O:8])[C:40]1[CH:45]=[CH:44][CH:43]=[CH:42][CH:41]=1. The yield is 0.210. (8) The reactants are [Cl-].O[NH3+:3].[C:4](=[O:7])([O-])[OH:5].[Na+].CS(C)=O.[CH3:13][N:14]1[C:19](=[O:20])[C:18]([CH2:21][C:22]2[CH:27]=[CH:26][C:25]([C:28]3[C:29]([C:34]#[N:35])=[CH:30][CH:31]=[CH:32][CH:33]=3)=[CH:24][CH:23]=2)=[C:17]([CH2:36][CH2:37][CH3:38])[N:16]2[N:39]=[CH:40][N:41]=[C:15]12. The catalyst is C(OCC)(=O)C. The product is [CH3:13][N:14]1[C:19](=[O:20])[C:18]([CH2:21][C:22]2[CH:23]=[CH:24][C:25]([C:28]3[CH:33]=[CH:32][CH:31]=[CH:30][C:29]=3[C:34]3[NH:3][C:4](=[O:7])[O:5][N:35]=3)=[CH:26][CH:27]=2)=[C:17]([CH2:36][CH2:37][CH3:38])[N:16]2[N:39]=[CH:40][N:41]=[C:15]12. The yield is 0.380. (9) The reactants are [CH:1]1([C:7]2[C:11]([CH2:12][OH:13])=[CH:10][N:9]([C:14]3[CH:19]=[CH:18][C:17]([C:20]([F:23])([F:22])[F:21])=[CH:16][N:15]=3)[N:8]=2)[CH2:6][CH2:5][CH2:4][CH2:3][CH2:2]1.O[C:25]1[CH:30]=[CH:29][CH:28]=[CH:27][C:26]=1[CH2:31][C:32]([O:34]C)=[O:33].C(P(CCCC)CCCC)CCC.N(C(N1CCCCC1)=O)=NC(N1CCCCC1)=O. The catalyst is O1CCCC1. The product is [CH:1]1([C:7]2[C:11]([CH2:12][O:13][C:25]3[CH:30]=[CH:29][CH:28]=[CH:27][C:26]=3[CH2:31][C:32]([OH:34])=[O:33])=[CH:10][N:9]([C:14]3[CH:19]=[CH:18][C:17]([C:20]([F:22])([F:21])[F:23])=[CH:16][N:15]=3)[N:8]=2)[CH2:2][CH2:3][CH2:4][CH2:5][CH2:6]1. The yield is 0.510. (10) The reactants are [O:1]1[CH:5]=[CH:4][CH:3]=[C:2]1[C:6]1[N:21]=[C:9]2[C:10]([NH2:20])=[N:11][C:12]([N:14]3[CH2:19][CH2:18][NH:17][CH2:16][CH2:15]3)=[CH:13][N:8]2[N:7]=1.[F:22][C:23]1[CH:30]=[C:29]([F:31])[CH:28]=[C:27]([F:32])[C:24]=1[CH:25]=O.C(O[BH-](OC(=O)C)OC(=O)C)(=O)C.[Na+].C(O)(=O)C. The catalyst is C(Cl)Cl. The product is [O:1]1[CH:5]=[CH:4][CH:3]=[C:2]1[C:6]1[N:21]=[C:9]2[C:10]([NH2:20])=[N:11][C:12]([N:14]3[CH2:19][CH2:18][N:17]([CH2:25][C:24]4[C:23]([F:22])=[CH:30][C:29]([F:31])=[CH:28][C:27]=4[F:32])[CH2:16][CH2:15]3)=[CH:13][N:8]2[N:7]=1. The yield is 0.560.